This data is from Reaction yield outcomes from USPTO patents with 853,638 reactions. The task is: Predict the reaction yield, written as a fraction of the theoretical maximum amount of product (1.0 means a 100% yield; for example, 0.34 means a 34% yield). The reactants are [OH-].[Na+].[Cl:3][C:4]1[CH:13]=[CH:12][CH:11]=[C:10]([CH:14]2[CH2:16][CH2:15]2)[C:5]=1[C:6]([O:8]C)=[O:7].Cl. The catalyst is CCO.O. The product is [Cl:3][C:4]1[CH:13]=[CH:12][CH:11]=[C:10]([CH:14]2[CH2:15][CH2:16]2)[C:5]=1[C:6]([OH:8])=[O:7]. The yield is 0.860.